Dataset: Full USPTO retrosynthesis dataset with 1.9M reactions from patents (1976-2016). Task: Predict the reactants needed to synthesize the given product. (1) Given the product [C:14]([O:13][C:12]([NH:11][C@H:8]1[C:9]2[C:5](=[C:4]([F:19])[CH:3]=[C:2]([C:12]([O:13][CH3:14])=[O:18])[CH:10]=2)[CH2:6][CH2:7]1)=[O:18])([CH3:17])([CH3:16])[CH3:15], predict the reactants needed to synthesize it. The reactants are: Br[C:2]1[CH:10]=[C:9]2[C:5]([CH2:6][CH2:7][C@H:8]2[NH:11][C:12](=[O:18])[O:13][C:14]([CH3:17])([CH3:16])[CH3:15])=[C:4]([F:19])[CH:3]=1.C1(P(C2C=CC=CC=2)CCCP(C2C=CC=CC=2)C2C=CC=CC=2)C=CC=CC=1. (2) Given the product [Cl:1][C:2]1[C:3]([O:15][CH2:16][CH2:17][CH2:18][O:19][CH3:20])=[CH:4][C:5]2[CH2:6][CH:7]([CH:12]([CH3:13])[CH3:14])[N:8]3[CH:9]([CH2:32][C:31](=[O:33])[C:25]([C:26]([O:28][CH2:29][CH3:30])=[O:27])=[CH:24]3)[C:10]=2[CH:11]=1, predict the reactants needed to synthesize it. The reactants are: [Cl:1][C:2]1[CH:11]=[C:10]2[C:5]([CH2:6][CH:7]([CH:12]([CH3:14])[CH3:13])[N:8]=[CH:9]2)=[CH:4][C:3]=1[O:15][CH2:16][CH2:17][CH2:18][O:19][CH3:20].C(O[CH:24]=[C:25]([C:31](=[O:33])[CH3:32])[C:26]([O:28][CH2:29][CH3:30])=[O:27])C. (3) Given the product [Cl:1][C:2]1[C:3]([O:30][C@H:31]2[CH2:35][CH2:34][CH2:33][C@@H:32]2[C:36]2[NH:40][N:39]=[CH:38][CH:37]=2)=[CH:4][C:5]([F:29])=[C:6]([S:8]([NH:11][C:12]2[CH:17]=[CH:16][N:15]=[CH:14][N:13]=2)(=[O:10])=[O:9])[CH:7]=1, predict the reactants needed to synthesize it. The reactants are: [Cl:1][C:2]1[C:3]([O:30][C@H:31]2[CH2:35][CH2:34][CH2:33][C@@H:32]2[C:36]2[N:40](C3CCCCO3)[N:39]=[CH:38][CH:37]=2)=[CH:4][C:5]([F:29])=[C:6]([S:8]([N:11](CC2C=CC(OC)=CC=2OC)[C:12]2[CH:17]=[CH:16][N:15]=[CH:14][N:13]=2)(=[O:10])=[O:9])[CH:7]=1.C([SiH](CC)CC)C.FC(F)(F)C(O)=O. (4) Given the product [Br:1][C:2]1[CH:3]=[CH:4][C:5]2[O:9][C:8]([C:10]([NH:20][C:21]3[S:22][CH:23]=[C:24]([C:33]4[CH:34]=[CH:35][C:36]([Cl:39])=[CH:37][CH:38]=4)[C:25]=3[C:26]([O:28][C:29]([CH3:32])([CH3:31])[CH3:30])=[O:27])=[O:12])=[N:7][C:6]=2[CH:13]=1, predict the reactants needed to synthesize it. The reactants are: [Br:1][C:2]1[CH:3]=[CH:4][C:5]2[O:9][C:8]([C:10]([OH:12])=O)=[N:7][C:6]=2[CH:13]=1.C(Cl)(=O)C(Cl)=O.[NH2:20][C:21]1[S:22][CH:23]=[C:24]([C:33]2[CH:38]=[CH:37][C:36]([Cl:39])=[CH:35][CH:34]=2)[C:25]=1[C:26]([O:28][C:29]([CH3:32])([CH3:31])[CH3:30])=[O:27].CCN(C(C)C)C(C)C.